Predict the reaction yield, written as a fraction of the theoretical maximum amount of product (1.0 means a 100% yield; for example, 0.34 means a 34% yield). From a dataset of Reaction yield outcomes from USPTO patents with 853,638 reactions. (1) The catalyst is C(O)(=O)C.[Zn]. The yield is 0.640. The product is [CH2:4]([N:3]([CH2:1][CH3:2])[CH2:6][C:7]1[CH:12]=[CH:11][N:10]=[C:9]([F:13])[C:8]=1[CH2:14][NH2:15])[CH3:5]. The reactants are [CH2:1]([N:3]([CH2:6][C:7]1[CH:12]=[CH:11][N:10]=[C:9]([F:13])[C:8]=1[CH:14]=[N:15]O)[CH2:4][CH3:5])[CH3:2].[OH-].[Na+]. (2) The reactants are [BH4-].[Na+].[CH2:3]([O:10][C:11]1[CH:12]=[C:13]([CH2:17][CH2:18][NH:19][CH2:20][C:21]([N:23]([CH3:25])[CH3:24])=[O:22])[CH:14]=[CH:15][CH:16]=1)[C:4]1[CH:9]=[CH:8][CH:7]=[CH:6][CH:5]=1.[O:26]1[CH2:30][CH2:29][CH:28]([CH:31]=O)[CH2:27]1.[Cl-:33].[NH4+]. The catalyst is ClCCCl. The product is [ClH:33].[CH2:3]([O:10][C:11]1[CH:12]=[C:13]([CH2:17][CH2:18][N:19]([CH2:31][CH:28]2[CH2:29][CH2:30][O:26][CH2:27]2)[CH2:20][C:21]([N:23]([CH3:24])[CH3:25])=[O:22])[CH:14]=[CH:15][CH:16]=1)[C:4]1[CH:9]=[CH:8][CH:7]=[CH:6][CH:5]=1. The yield is 0.800. (3) The reactants are [S:1]1[CH:5]=[CH:4]C=[C:2]1C(O)=O.[O-:9]CC.[Na+].S1C=CC=C1CC(O)=O.ClC[Si:24]([O:31][CH2:32][CH3:33])([O:28][CH2:29][CH3:30])[O:25][CH2:26][CH3:27]. The catalyst is COCCOCCOC. The product is [C:5]([S:1][CH2:2][Si:24]([O:31][CH2:32][CH3:33])([O:28][CH2:29][CH3:30])[O:25][CH2:26][CH3:27])(=[O:9])[CH3:4]. The yield is 0.550. (4) The reactants are [NH:1]1[C:9]2[C:4](=[CH:5][CH:6]=[CH:7][CH:8]=2)[CH:3]=[C:2]1[C:10]([CH3:17])([CH3:16])[C:11]([O:13][CH2:14][CH3:15])=[O:12].[N+:18]([O-])([O-:20])=[O:19].[Na+]. The product is [CH3:17][C:10]([C:2]1[NH:1][C:9]2[C:4]([CH:3]=1)=[CH:5][C:6]([N+:18]([O-:20])=[O:19])=[CH:7][CH:8]=2)([CH3:16])[C:11]([O:13][CH2:14][CH3:15])=[O:12]. The yield is 0.570. The catalyst is S(=O)(=O)(O)O. (5) The catalyst is C1(C)C=CC=CC=1. The product is [Si:14]([O:21][C:22]1[CH2:28][CH2:9][C:8]([C:3]2[C:2]([Cl:1])=[CH:7][CH:6]=[CH:5][N:4]=2)([C:10]([F:11])([F:13])[F:12])[CH:24]([N:25]([CH3:27])[CH3:26])[CH:23]=1)([C:17]([CH3:20])([CH3:19])[CH3:18])([CH3:16])[CH3:15]. The yield is 0.614. The reactants are [Cl:1][C:2]1[C:3]([C:8]([C:10]([F:13])([F:12])[F:11])=[CH2:9])=[N:4][CH:5]=[CH:6][CH:7]=1.[Si:14]([O:21][C:22](=[CH2:28])/[CH:23]=[CH:24]/[N:25]([CH3:27])[CH3:26])([C:17]([CH3:20])([CH3:19])[CH3:18])([CH3:16])[CH3:15]. (6) The product is [CH2:13]([C:17]1[N:18]=[C:19]([CH3:47])[N:20]([CH2:39][C:40]2[S:44][C:43]([CH3:45])=[N:42][C:41]=2[CH3:46])[C:21](=[O:38])[C:22]=1[CH2:23][C:24]1[CH:25]=[CH:26][C:27]([C:30]2[CH:35]=[CH:34][CH:33]=[CH:32][C:31]=2[C:36]2[NH:3][C:4](=[O:7])[O:5][N:37]=2)=[CH:28][CH:29]=1)[CH2:14][CH2:15][CH3:16]. The yield is 0.270. The catalyst is C(OCC)(=O)C. The reactants are [Cl-].O[NH3+:3].[C:4](=[O:7])([O-])[OH:5].[Na+].CS(C)=O.[CH2:13]([C:17]1[N:18]=[C:19]([CH3:47])[N:20]([CH2:39][C:40]2[S:44][C:43]([CH3:45])=[N:42][C:41]=2[CH3:46])[C:21](=[O:38])[C:22]=1[CH2:23][C:24]1[CH:29]=[CH:28][C:27]([C:30]2[C:31]([C:36]#[N:37])=[CH:32][CH:33]=[CH:34][CH:35]=2)=[CH:26][CH:25]=1)[CH2:14][CH2:15][CH3:16]. (7) The reactants are FC1C=CC(NC(=O)NC2C=CC(C3C=C4C(CN([C@@H](C(C)C)C(O)=O)C4=O)=CC=3)=CC=2)=CC=1.[F:35][C:36]1[CH:37]=[C:38]([NH:42][C:43](=[O:69])[NH:44][C:45]2[CH:50]=[CH:49][C:48]([C:51]3[CH:59]=[C:58]4[C:54]([CH2:55][N:56]([C@@H:61]([CH:66]([CH3:68])[CH3:67])[C:62]([O:64]C)=[O:63])[C:57]4=[O:60])=[CH:53][CH:52]=3)=[CH:47][CH:46]=2)[CH:39]=[CH:40][CH:41]=1. No catalyst specified. The product is [F:35][C:36]1[CH:37]=[C:38]([NH:42][C:43](=[O:69])[NH:44][C:45]2[CH:50]=[CH:49][C:48]([C:51]3[CH:59]=[C:58]4[C:54]([CH2:55][N:56]([C@@H:61]([CH:66]([CH3:67])[CH3:68])[C:62]([OH:64])=[O:63])[C:57]4=[O:60])=[CH:53][CH:52]=3)=[CH:47][CH:46]=2)[CH:39]=[CH:40][CH:41]=1. The yield is 0.958. (8) The reactants are [CH3:1][C@@:2]12[C:18](=[O:19])[CH2:17][CH2:16][C@H:15]1[C@H:14]1[C@@H:5]([C:6]3[CH:7]=[CH:8][C:9]([OH:20])=[CH:10][C:11]=3[CH2:12][CH2:13]1)[CH2:4][CH2:3]2.[C:21]12(O)[CH2:30][CH:25]3[CH2:26][CH:27]([CH2:29][CH:23]([CH2:24]3)[CH2:22]1)[CH2:28]2.B(F)(F)F.CCOCC. The catalyst is CCCCC. The product is [C:21]12([C:8]3[C:9]([OH:20])=[CH:10][C:11]4[CH2:12][CH2:13][C@@H:14]5[C@@H:5]([C:6]=4[CH:7]=3)[CH2:4][CH2:3][C@@:2]3([CH3:1])[C@H:15]5[CH2:16][CH2:17][C:18]3=[O:19])[CH2:30][CH:25]3[CH2:26][CH:27]([CH2:29][CH:23]([CH2:24]3)[CH2:22]1)[CH2:28]2. The yield is 0.767. (9) The reactants are [C:1]([O:5][C:6]([N:8]1[CH2:12][CH2:11][CH2:10][C:9]1([CH2:34][C:35]1[CH:40]=[CH:39][CH:38]=[CH:37][CH:36]=1)[C:13]([C:15]1[CH:16]=[C:17]2[C:21](=[CH:22][CH:23]=1)[N:20]([Si](C(C)C)(C(C)C)C(C)C)[CH:19]=[CH:18]2)=[O:14])=[O:7])([CH3:4])([CH3:3])[CH3:2].C[N+](C)(C)C.[F-]. The catalyst is C1COCC1. The product is [C:1]([O:5][C:6]([N:8]1[CH2:12][CH2:11][CH2:10][C:9]1([CH2:34][C:35]1[CH:36]=[CH:37][CH:38]=[CH:39][CH:40]=1)[C:13]([C:15]1[CH:16]=[C:17]2[C:21](=[CH:22][CH:23]=1)[NH:20][CH:19]=[CH:18]2)=[O:14])=[O:7])([CH3:4])([CH3:2])[CH3:3]. The yield is 0.430.